This data is from Full USPTO retrosynthesis dataset with 1.9M reactions from patents (1976-2016). The task is: Predict the reactants needed to synthesize the given product. (1) Given the product [F:1][C:2]1[CH:7]=[CH:6][C:5]([C@:8]23[CH2:9][CH2:10][C:11]4([O:25][CH2:24][CH2:23][O:22]4)[C@@H:12]([CH3:21])[C@@H:13]2[CH2:14][CH2:15][C:16]2[CH:19]=[N:31][CH:30]=[N:32][C:17]=23)=[CH:4][CH:3]=1, predict the reactants needed to synthesize it. The reactants are: [F:1][C:2]1[CH:7]=[CH:6][C:5]([C@@:8]23[C:17](=O)/[C:16](=[CH:19]\O)/[CH2:15][CH2:14][C@H:13]2[C@H:12]([CH3:21])[C:11]2([O:25][CH2:24][CH2:23][O:22]2)[CH2:10][CH2:9]3)=[CH:4][CH:3]=1.C(O)(=O)C.[CH:30]([NH2:32])=[NH:31].N1CCCCC1. (2) Given the product [CH3:1][C@H:2]1[CH2:7][N:6]([CH2:50][CH2:51][CH2:52][F:53])[C@H:5]([CH3:8])[CH2:4][N:3]1[C@H:9]([C:24]1[CH:25]=[C:26]([CH:38]=[CH:39][CH:40]=1)[C:27]([N:29]([C:31]1[CH:36]=[CH:35][CH:34]=[C:33]([F:37])[CH:32]=1)[CH3:30])=[O:28])[C:10]1[CH:15]=[CH:14][CH:13]=[C:12]([OH:16])[CH:11]=1, predict the reactants needed to synthesize it. The reactants are: [CH3:1][C@H:2]1[CH2:7][NH:6][C@H:5]([CH3:8])[CH2:4][N:3]1[C@H:9]([C:24]1[CH:25]=[C:26]([CH:38]=[CH:39][CH:40]=1)[C:27]([N:29]([C:31]1[CH:36]=[CH:35][CH:34]=[C:33]([F:37])[CH:32]=1)[CH3:30])=[O:28])[C:10]1[CH:15]=[CH:14][CH:13]=[C:12]([O:16]S(C(F)(F)F)(=O)=O)[CH:11]=1.C(=O)([O-])[O-].[Na+].[Na+].[I-].[Na+].Br[CH2:50][CH2:51][CH2:52][F:53]. (3) Given the product [Br:1][C:2]1[CH:3]=[C:4]2[C:9](=[CH:10][CH:11]=1)[C:8](=[O:12])[NH:7][C:6](=[O:13])/[C:5]/2=[CH:18]\[C:17]1[CH:16]=[C:15]([Br:14])[C:22]([OH:23])=[C:21]([Br:24])[CH:20]=1, predict the reactants needed to synthesize it. The reactants are: [Br:1][C:2]1[CH:3]=[C:4]2[C:9](=[CH:10][CH:11]=1)[C:8](=[O:12])[NH:7][C:6](=[O:13])[CH2:5]2.[Br:14][C:15]1[CH:16]=[C:17]([CH:20]=[C:21]([Br:24])[C:22]=1[OH:23])[CH:18]=O.N1CCCCC1. (4) Given the product [Cl:15][C:12]1[CH:11]=[CH:10][C:9]([CH2:8][N:7]2[C:2](=[N:1][C:29]3[CH:31]=[CH:32][C:33]([CH:34]=[N:35][O:36][CH3:37])=[C:27]([F:26])[CH:28]=3)[N:3]([CH3:25])[C:4](=[O:24])[N:5]([CH2:17][C@@H:18]([C:20]([O:22][CH3:23])=[O:21])[CH3:19])[C:6]2=[O:16])=[CH:14][CH:13]=1, predict the reactants needed to synthesize it. The reactants are: [NH2:1][C@@H:2]1[N:7]([CH2:8][C:9]2[CH:14]=[CH:13][C:12]([Cl:15])=[CH:11][CH:10]=2)[C:6](=[O:16])[N:5]([CH2:17][CH:18]([C:20]([O:22][CH3:23])=[O:21])[CH3:19])[C:4](=[O:24])[N:3]1[CH3:25].[F:26][C:27]1[CH:28]=[C:29]([CH:31]=[CH:32][C:33]=1[CH:34]=[N:35][O:36][CH3:37])N.C1(P(C2C=CC=CC=2)C2C3OC4C(=CC=CC=4P(C4C=CC=CC=4)C4C=CC=CC=4)C(C)(C)C=3C=CC=2)C=CC=CC=1.C(=O)([O-])[O-].[Cs+].[Cs+]. (5) Given the product [CH2:51]([N:48]([CH2:49][CH3:50])[C:45]([C:47]1[C:19]2[CH:20]=[CH:21][CH:22]=[N:23][C:24]=2[C:15]([OH:14])=[C:16]2[C:30](=[O:31])[N:29]([CH2:32][C:33]3[CH:34]=[CH:35][C:36]([F:39])=[CH:37][CH:38]=3)[CH2:28][C:17]=12)=[O:70])[CH3:53], predict the reactants needed to synthesize it. The reactants are: C([O:14][C:15]1[C:24]2[N:23]=[CH:22][CH:21]=[CH:20][C:19]=2C(C(O)=O)=[C:17]2[CH2:28][N:29]([CH2:32][C:33]3[CH:38]=[CH:37][C:36]([F:39])=[CH:35][CH:34]=3)[C:30](=[O:31])[C:16]=12)(C1C=CC=CC=1)C1C=CC=CC=1.C(NCC)C.[CH:45]([N:48]([CH:51]([CH3:53])C)[CH2:49][CH3:50])([CH3:47])C.F[P-](F)(F)(F)(F)F.N1([O:70]C(N(C)C)=[N+](C)C)C2N=CC=CC=2N=N1. (6) Given the product [I:28][C:12]1[S:11][C:10]([O:9][C:8]2[CH:15]=[CH:16][C:5]([O:4][CH:1]([CH3:3])[CH3:2])=[CH:6][CH:7]=2)=[N:14][CH:13]=1, predict the reactants needed to synthesize it. The reactants are: [CH:1]([O:4][C:5]1[CH:16]=[CH:15][C:8]([O:9][C:10]2[S:11][CH:12]=[CH:13][N:14]=2)=[CH:7][CH:6]=1)([CH3:3])[CH3:2].C([Li])CCC.CCCCCC.[I:28]I.S([O-])([O-])(=O)=S.[Na+].[Na+]. (7) Given the product [F:15][C:14]([F:16])=[C:2]1[CH2:7][CH2:6][CH:5]([C:8]([O:10][CH2:11][CH3:12])=[O:9])[CH2:4][CH2:3]1, predict the reactants needed to synthesize it. The reactants are: O=[C:2]1[CH2:7][CH2:6][CH:5]([C:8]([O:10][CH2:11][CH3:12])=[O:9])[CH2:4][CH2:3]1.Br[C:14](Br)([F:16])[F:15].C1(P(C2C=CC=CC=2)C2C=CC=CC=2)C=CC=CC=1.N#N. (8) Given the product [Cl:1][C:2]1[CH:7]=[CH:6][C:5]([C:8]2[C:17]3[C:12](=[CH:13][CH:14]=[C:15]([C:18]([N:52]4[CH2:56][CH2:55][CH:54]([OH:57])[CH2:53]4)=[O:19])[CH:16]=3)[CH:11]=[N:10][CH:9]=2)=[CH:4][CH:3]=1, predict the reactants needed to synthesize it. The reactants are: [Cl:1][C:2]1[CH:7]=[CH:6][C:5]([C:8]2[C:17]3[C:12](=[CH:13][CH:14]=[C:15]([C:18](O)=[O:19])[CH:16]=3)[CH:11]=[N:10][CH:9]=2)=[CH:4][CH:3]=1.F[B-](F)(F)F.N1(OC(N(C)C)=[N+](C)C)C2C=CC=CC=2N=N1.C(N(CC)C(C)C)(C)C.[NH:52]1[CH2:56][CH2:55][CH:54]([OH:57])[CH2:53]1. (9) Given the product [O:34]1[CH2:33][CH2:26][CH2:36][C@@H:35]1[CH2:43][N:1]1[C:9]2[C:4](=[CH:5][CH:6]=[CH:7][CH:8]=2)[C:3]2([C:13]3=[CH:14][C:15]4[O:21][CH2:20][CH2:19][CH2:18][O:17][C:16]=4[CH:22]=[C:12]3[O:11][CH2:10]2)[C:2]1=[O:23], predict the reactants needed to synthesize it. The reactants are: [NH:1]1[C:9]2[C:4](=[CH:5][CH:6]=[CH:7][CH:8]=2)[C:3]2([C:13]3=[CH:14][C:15]4[O:21][CH2:20][CH2:19][CH2:18][O:17][C:16]=4[CH:22]=[C:12]3[O:11][CH2:10]2)[C:2]1=[O:23].N1C2C(=CC=CC=2)[C:26]2([C:36]3=CC4OCOC=4[CH:43]=[C:35]3[O:34][CH2:33]2)C1=O.CC1C=CC(S(OC[C@H]2CCCO2)(=O)=O)=CC=1.CC1C=CC(S(OC[C@H]2COCCO2)(=O)=O)=CC=1. (10) Given the product [Br:1][C:2]1[N:3]=[CH:4][N:5]([CH2:7][C:8]2[CH:19]=[CH:18][C:11]3[N:12]=[C:13]([NH:20][C@@H:21]4[CH2:26][CH2:25][CH2:24][CH2:23][C@H:22]4[OH:27])[S:14][C:10]=3[CH:9]=2)[CH:6]=1, predict the reactants needed to synthesize it. The reactants are: [Br:1][C:2]1[N:3]=[CH:4][N:5]([CH2:7][C:8]2[CH:19]=[CH:18][C:11]3[N:12]=[C:13](S(C)=O)[S:14][C:10]=3[CH:9]=2)[CH:6]=1.[NH2:20][C@@H:21]1[CH2:26][CH2:25][CH2:24][CH2:23][C@H:22]1[OH:27].CCN(C(C)C)C(C)C.O.